Dataset: Forward reaction prediction with 1.9M reactions from USPTO patents (1976-2016). Task: Predict the product of the given reaction. Given the reactants [H-].[Na+].[NH2:3][C:4]1[C:9]([Cl:10])=[C:8]([CH2:11][N:12]2[CH2:18][CH2:17][C:16](=[O:19])[N:15]([CH3:20])[CH2:14][CH2:13]2)[CH:7]=[CH:6][N:5]=1.Cl[C:22]1[S:23][C:24]([C:27]#[N:28])=[CH:25][N:26]=1, predict the reaction product. The product is: [Cl:10][C:9]1[C:4]([NH:3][C:22]2[S:23][C:24]([C:27]#[N:28])=[CH:25][N:26]=2)=[N:5][CH:6]=[CH:7][C:8]=1[CH2:11][N:12]1[CH2:18][CH2:17][C:16](=[O:19])[N:15]([CH3:20])[CH2:14][CH2:13]1.